From a dataset of Reaction yield outcomes from USPTO patents with 853,638 reactions. Predict the reaction yield, written as a fraction of the theoretical maximum amount of product (1.0 means a 100% yield; for example, 0.34 means a 34% yield). (1) The catalyst is C(O)(=O)C. The reactants are [F:1][C:2]([F:12])([F:11])[C:3](=O)[CH2:4][C:5]([O:7]CC)=O.C(O)(=O)C(O)=O.[CH2:19]([NH:21][NH2:22])[CH3:20]. The product is [CH2:19]([N:21]1[C:5]([OH:7])=[CH:4][C:3]([C:2]([F:1])([F:11])[F:12])=[N:22]1)[CH3:20]. The yield is 0.430. (2) The reactants are Cl[C:2]1[N:3]=[CH:4][C:5]2[N:10]=[C:9]([NH:11]C(=O)OCC)[S:8][C:6]=2[N:7]=1.[CH3:17][O-:18].[Na+].O. The catalyst is CO. The product is [CH3:17][O:18][C:2]1[N:3]=[CH:4][C:5]2[N:10]=[C:9]([NH2:11])[S:8][C:6]=2[N:7]=1. The yield is 0.820. (3) The yield is 0.980. The reactants are [CH3:1][O:2][C:3]1[CH:4]=[CH:5][CH:6]=[C:7]2[C:11]=1[C:10](=O)[CH2:9][CH2:8]2.Cl.[NH2:14][OH:15].C([O-])(=O)C.[Na+]. The product is [CH3:1][O:2][C:3]1[CH:4]=[CH:5][CH:6]=[C:7]2[C:11]=1[C:10](=[N:14][OH:15])[CH2:9][CH2:8]2. The catalyst is C(O)C.O. (4) The reactants are BrC1SC2C(=NC=CC=2Cl)C=1.[Br:12][C:13]1[S:21][C:20]2[C:15](=[N:16][CH:17]=[CH:18][C:19]=2[O:22][C:23]2[CH:28]=[CH:27][C:26]([N+:29]([O-:31])=[O:30])=[CH:25][C:24]=2F)[CH:14]=1.[N+](C1C=CC(O)=CC=1)([O-])=O. No catalyst specified. The product is [Br:12][C:13]1[S:21][C:20]2[C:15](=[N:16][CH:17]=[CH:18][C:19]=2[O:22][C:23]2[CH:24]=[CH:25][C:26]([N+:29]([O-:31])=[O:30])=[CH:27][CH:28]=2)[CH:14]=1. The yield is 0.480. (5) The reactants are [CH2:1]([O:3][C:4]([C:6]1[NH:7][C:8]2[C:13]([C:14]=1[NH2:15])=[CH:12][CH:11]=[CH:10][CH:9]=2)=[O:5])[CH3:2].C(N(CC)CC)C.[C:23](Cl)(=[O:32])[C:24]1[CH:29]=[CH:28][C:27]([O:30][CH3:31])=[CH:26][CH:25]=1. The catalyst is C(Cl)Cl.C(OCC)(=O)C. The product is [CH2:1]([O:3][C:4]([C:6]1[NH:7][C:8]2[C:13]([C:14]=1[NH:15][C:23](=[O:32])[C:24]1[CH:29]=[CH:28][C:27]([O:30][CH3:31])=[CH:26][CH:25]=1)=[CH:12][CH:11]=[CH:10][CH:9]=2)=[O:5])[CH3:2]. The yield is 0.940. (6) The product is [CH2:1]([N:8]1[CH:12]=[C:11]([CH2:13][CH2:14][C:15]([O:17][CH2:18][CH3:19])=[O:16])[C:10]([CH:20]([CH3:21])[CH3:22])=[N:9]1)[C:2]1[CH:3]=[CH:4][CH:5]=[CH:6][CH:7]=1. The reactants are [CH2:1]([N:8]1[CH:12]=[C:11](/[CH:13]=[CH:14]/[C:15]([O:17][CH2:18][CH3:19])=[O:16])[C:10]([CH:20]([CH3:22])[CH3:21])=[N:9]1)[C:2]1[CH:7]=[CH:6][CH:5]=[CH:4][CH:3]=1. The catalyst is [C].[Pd].O1CCCC1. The yield is 0.390. (7) The reactants are FC(F)(F)S([O-])(=O)=O.[Li+].[F:10][C:11]([F:16])([F:15])[C@@H:12]1[O:14][CH2:13]1.[CH2:17]([NH2:24])[C:18]1[CH:23]=[CH:22][CH:21]=[CH:20][CH:19]=1. The catalyst is CC#N. The product is [CH2:17]([NH:24][CH2:13][C@@H:12]([OH:14])[C:11]([F:16])([F:15])[F:10])[C:18]1[CH:23]=[CH:22][CH:21]=[CH:20][CH:19]=1. The yield is 0.790. (8) The reactants are Cl[CH:2]([C:9]1[CH:10]=[N:11][CH:12]=[CH:13][CH:14]=1)[C:3]1[CH:4]=[N:5][CH:6]=[CH:7][CH:8]=1.[N:15]1([C:21]([O:23][C:24]([CH3:27])([CH3:26])[CH3:25])=[O:22])[CH2:20][CH2:19][NH:18][CH2:17][CH2:16]1. The yield is 0.310. The product is [N:5]1[CH:6]=[CH:7][CH:8]=[C:3]([CH:2]([C:9]2[CH:10]=[N:11][CH:12]=[CH:13][CH:14]=2)[N:18]2[CH2:17][CH2:16][N:15]([C:21]([O:23][C:24]([CH3:27])([CH3:26])[CH3:25])=[O:22])[CH2:20][CH2:19]2)[CH:4]=1. The catalyst is C(#N)C. (9) The reactants are [NH:1]1[CH:5]=[CH:4][N:3]=[CH:2]1.[H-].[Na+].Cl[CH2:9][C:10]1[CH:23]=[CH:22][C:13]([O:14][C:15]2[CH:20]=[CH:19][CH:18]=[C:17]([F:21])[N:16]=2)=[C:12]([O:24][CH3:25])[CH:11]=1. The catalyst is CN(C=O)C. The product is [F:21][C:17]1[CH:18]=[CH:19][CH:20]=[C:15]([O:14][C:13]2[CH:22]=[CH:23][C:10]([CH2:9][N:1]3[CH:5]=[CH:4][N:3]=[CH:2]3)=[CH:11][C:12]=2[O:24][CH3:25])[N:16]=1. The yield is 0.930. (10) The reactants are C[Si](C)(C)CCOC[N:7]1[C:11]2[N:12]=[CH:13][N:14]=[C:15]([C:16]3[S:20][C:19]([CH:21]([CH2:25][C:26]#[N:27])[CH2:22][C:23]#[N:24])=[N:18][CH:17]=3)[C:10]=2[CH:9]=[CH:8]1.C(O)(C(F)(F)F)=O. The catalyst is C(Cl)Cl. The product is [N:12]1[C:11]2[NH:7][CH:8]=[CH:9][C:10]=2[C:15]([C:16]2[S:20][C:19]([CH:21]([CH2:25][C:26]#[N:27])[CH2:22][C:23]#[N:24])=[N:18][CH:17]=2)=[N:14][CH:13]=1. The yield is 0.620.